From a dataset of Full USPTO retrosynthesis dataset with 1.9M reactions from patents (1976-2016). Predict the reactants needed to synthesize the given product. (1) Given the product [NH2:1][C:2]1[CH:9]=[CH:8][C:5]([C:6]2[N:10]=[N:11][NH:12][N:7]=2)=[CH:4][CH:3]=1, predict the reactants needed to synthesize it. The reactants are: [NH2:1][C:2]1[CH:9]=[CH:8][C:5]([C:6]#[N:7])=[CH:4][CH:3]=1.[N-:10]=[N+:11]=[N-:12].[Na+].[Cl-].[NH4+]. (2) Given the product [Cl:11][C:12]1[CH:17]=[CH:16][C:15]([C:2]2[CH:8]=[CH:7][C:5]([NH2:6])=[CH:4][C:3]=2[O:9][CH3:10])=[C:14]([CH3:21])[CH:13]=1, predict the reactants needed to synthesize it. The reactants are: Br[C:2]1[CH:8]=[CH:7][C:5]([NH2:6])=[CH:4][C:3]=1[O:9][CH3:10].[Cl:11][C:12]1[CH:17]=[CH:16][C:15](B(O)O)=[C:14]([CH3:21])[CH:13]=1.BrC1C=CC(N)=CC=1Cl.FC(F)(F)C1C=CC(B(O)O)=CC=1. (3) Given the product [ClH:39].[CH2:38]([N:6]([CH2:7][C@H:8]1[CH2:12][CH2:11][N:10]([C:13]2[C:22]3[C:17](=[CH:18][C:19]([CH3:23])=[CH:20][CH:21]=3)[N:16]=[C:15]([C:24]3[CH:29]=[CH:28][CH:27]=[CH:26][C:25]=3[OH:30])[N:14]=2)[CH2:9]1)[C:5](=[O:31])[OH:4])[CH2:36][CH3:37], predict the reactants needed to synthesize it. The reactants are: C([O:4][C:5](=[O:31])[NH:6][CH2:7][C@@H:8]1[CH2:12][CH2:11][N:10]([C:13]2[C:22]3[C:17](=[CH:18][C:19]([CH3:23])=[CH:20][CH:21]=3)[N:16]=[C:15]([C:24]3[CH:29]=[CH:28][CH:27]=[CH:26][C:25]=3[OH:30])[N:14]=2)[CH2:9]1)CC.Cl.CCO[CH2:36][CH3:37].[CH2:38](Cl)[Cl:39]. (4) Given the product [CH3:1][C:2]([CH3:5])([CH3:4])[CH2:3][O:23][C:9]1[CH:14]=[CH:13][C:12]([N+:15]([O-:17])=[O:16])=[CH:11][CH:10]=1, predict the reactants needed to synthesize it. The reactants are: [CH3:1][C:2]([CH3:5])([CH3:4])[CH3:3].[H-].[Na+].F[C:9]1[CH:14]=[CH:13][C:12]([N+:15]([O-:17])=[O:16])=[CH:11][CH:10]=1.[Cl-].[NH4+].CN(C)C=[O:23]. (5) Given the product [Br:1][C:2]1[N:6]=[C:5](/[CH:7]=[CH:21]/[C:19]2[N:20]=[C:16]3[C:15]([CH3:41])=[N:14][CH:13]=[C:12]([CH3:11])[N:17]3[N:18]=2)[N:4]([CH3:9])[N:3]=1, predict the reactants needed to synthesize it. The reactants are: [Br:1][C:2]1[N:6]=[C:5]([CH:7]=O)[N:4]([CH3:9])[N:3]=1.[Cl-].[CH3:11][C:12]1[N:17]2[N:18]=[C:19]([CH2:21][P+](C3C=CC=CC=3)(C3C=CC=CC=3)C3C=CC=CC=3)[N:20]=[C:16]2[C:15]([CH3:41])=[N:14][CH:13]=1. (6) Given the product [CH2:27]([O:29][C:30]([C:32]1([C:35]2[CH:36]=[CH:37][C:38]([C:2]3[CH:3]=[CH:4][C:5]([C:8]4[O:12][N:11]=[C:10]([CH3:13])[C:9]=4[CH2:14][N:15]4[CH2:16][CH2:17][CH:18]([C:21]5[CH:26]=[CH:25][CH:24]=[CH:23][CH:22]=5)[CH2:19][CH2:20]4)=[CH:6][CH:7]=3)=[CH:39][CH:40]=2)[CH2:33][CH2:34]1)=[O:31])[CH3:28], predict the reactants needed to synthesize it. The reactants are: Br[C:2]1[CH:7]=[CH:6][C:5]([C:8]2[O:12][N:11]=[C:10]([CH3:13])[C:9]=2[CH2:14][N:15]2[CH2:20][CH2:19][CH:18]([C:21]3[CH:26]=[CH:25][CH:24]=[CH:23][CH:22]=3)[CH2:17][CH2:16]2)=[CH:4][CH:3]=1.[CH2:27]([O:29][C:30]([C:32]1([C:35]2[CH:40]=[CH:39][C:38](B3OC(C)(C)C(C)(C)O3)=[CH:37][CH:36]=2)[CH2:34][CH2:33]1)=[O:31])[CH3:28]. (7) The reactants are: [Cl:1][C:2]1[N:7]=[C:6]([C:8]2[CH:13]=[CH:12][CH:11]=[CH:10][C:9]=2[S:14]([CH3:17])(=[O:16])=[O:15])[N:5]=[C:4]([N:18]2[CH2:23][CH2:22][O:21][CH2:20][C@@H:19]2[CH3:24])[N:3]=1.CC1(C)C(C)(C)OB([C:33]2[CH:38]=[CH:37][C:36]([NH:39]C(=O)OC(C)(C)C)=[CH:35][CH:34]=2)O1.C(Cl)Cl.C([O-])([O-])=O.[Na+].[Na+]. Given the product [ClH:1].[CH3:24][C@@H:19]1[N:18]([C:4]2[N:5]=[C:6]([C:8]3[CH:13]=[CH:12][CH:11]=[CH:10][C:9]=3[S:14]([CH3:17])(=[O:16])=[O:15])[N:7]=[C:2]([C:33]3[CH:38]=[CH:37][C:36]([NH2:39])=[CH:35][CH:34]=3)[N:3]=2)[CH2:23][CH2:22][O:21][CH2:20]1, predict the reactants needed to synthesize it. (8) Given the product [C:29]([O:28][C:26](=[O:27])[NH:1][CH2:2][CH:3]1[CH2:8][CH2:7][CH:6]([CH2:9][NH:10][C:11]2[N:16]=[C:15]([C:17]3[S:21][C:20]4[CH:22]=[CH:23][CH:24]=[CH:25][C:19]=4[CH:18]=3)[CH:14]=[CH:13][N:12]=2)[CH2:5][CH2:4]1)([CH3:32])([CH3:31])[CH3:30], predict the reactants needed to synthesize it. The reactants are: [NH2:1][CH2:2][CH:3]1[CH2:8][CH2:7][CH:6]([CH2:9][NH:10][C:11]2[N:16]=[C:15]([C:17]3[S:21][C:20]4[CH:22]=[CH:23][CH:24]=[CH:25][C:19]=4[CH:18]=3)[CH:14]=[CH:13][N:12]=2)[CH2:5][CH2:4]1.[C:26](O[C:26]([O:28][C:29]([CH3:32])([CH3:31])[CH3:30])=[O:27])([O:28][C:29]([CH3:32])([CH3:31])[CH3:30])=[O:27].C(N(CC)CC)C. (9) Given the product [N+:26]([C:23]1[CH:24]=[CH:25][C:20]([O:7][CH:8]2[CH2:9][CH2:10][CH:11]([C:14]([O:16][CH2:17][CH3:18])=[O:15])[CH2:12][CH2:13]2)=[N:21][CH:22]=1)([O-:28])=[O:27], predict the reactants needed to synthesize it. The reactants are: CC(C)([O-])C.[K+].[OH:7][CH:8]1[CH2:13][CH2:12][CH:11]([C:14]([O:16][CH2:17][CH3:18])=[O:15])[CH2:10][CH2:9]1.F[C:20]1[CH:25]=[CH:24][C:23]([N+:26]([O-:28])=[O:27])=[CH:22][N:21]=1.